From a dataset of Peptide-MHC class I binding affinity with 185,985 pairs from IEDB/IMGT. Regression. Given a peptide amino acid sequence and an MHC pseudo amino acid sequence, predict their binding affinity value. This is MHC class I binding data. (1) The peptide sequence is KLGDKGSPY. The MHC is HLA-A31:01 with pseudo-sequence HLA-A31:01. The binding affinity (normalized) is 0.0458. (2) The MHC is HLA-B15:17 with pseudo-sequence HLA-B15:17. The peptide sequence is KSFGRISVL. The binding affinity (normalized) is 1.00.